Dataset: Full USPTO retrosynthesis dataset with 1.9M reactions from patents (1976-2016). Task: Predict the reactants needed to synthesize the given product. Given the product [C:2]([CH:4]1[CH2:7][N:6]([C:28](=[O:30])[C@H:21]([NH:20][C:18]([C:59]2[C:57]3[C:56](=[N:55][CH:54]=[C:53]([C:51]4[CH:50]=[N:49][N:48]([CH3:47])[CH:52]=4)[N:58]=3)[NH:61][CH:60]=2)=[O:19])[CH:22]2[CH2:23][CH2:24][CH2:25][CH2:26][CH2:27]2)[CH2:5]1)#[N:3], predict the reactants needed to synthesize it. The reactants are: Cl.[C:2]([CH:4]1[CH2:7][NH:6][CH2:5]1)#[N:3].N1CCCC1.CC(O[C:18]([NH:20][C@@H:21]([C:28]([OH:30])=O)[CH:22]1[CH2:27][CH2:26][CH2:25][CH2:24][CH2:23]1)=[O:19])(C)C.C(N[C@@H](C(O)=O)C(C)(C)C)(OC(C)(C)C)=O.[CH3:47][N:48]1[CH:52]=[C:51]([C:53]2[N:58]=[C:57]3[C:59](C(O)=O)=[CH:60][N:61](COCC[Si](C)(C)C)[C:56]3=[N:55][CH:54]=2)[CH:50]=[N:49]1.C1(C2N=C3C(C(O)=O)=CN(COCC[Si](C)(C)C)C3=NC=2)CC1.FC(F)(F)C(O)=O.